From a dataset of Forward reaction prediction with 1.9M reactions from USPTO patents (1976-2016). Predict the product of the given reaction. (1) Given the reactants [NH2:1][C:2]1[CH:21]=[CH:20][C:5]([O:6][C:7]2[CH:12]=[CH:11][N:10]=[C:9]([NH2:13])[C:8]=2[NH:14][C:15](=[O:19])[O:16][CH2:17][CH3:18])=[CH:4][C:3]=1[F:22].[H-].[Na+].[CH3:25]I, predict the reaction product. The product is: [NH2:1][C:2]1[CH:21]=[CH:20][C:5]([O:6][C:7]2[CH:12]=[CH:11][N:10]=[C:9]([NH2:13])[C:8]=2[N:14]([CH3:25])[C:15](=[O:19])[O:16][CH2:17][CH3:18])=[CH:4][C:3]=1[F:22]. (2) Given the reactants [C:1]1([CH2:7][CH2:8]/[CH:9]=[CH:10]/[C:11]([OH:13])=O)[CH:6]=[CH:5][CH:4]=[CH:3][CH:2]=1.ClC(OCC)=O.C(N(CC)CC)C.[CH:27]1([NH2:30])[CH2:29][CH2:28]1.[Cl-].[Na+], predict the reaction product. The product is: [CH:27]1([NH:30][C:11](=[O:13])/[CH:10]=[CH:9]/[CH2:8][CH2:7][C:1]2[CH:2]=[CH:3][CH:4]=[CH:5][CH:6]=2)[CH2:29][CH2:28]1. (3) Given the reactants [C:1]([O:5][C:6]([N:8]1[CH:12]=[CH:11][CH:10]=[C:9]1B(O)O)=[O:7])([CH3:4])([CH3:3])[CH3:2].C(=O)([O-])[O-].[Na+].[Na+].O.Br[C:24]1[CH:29]=[CH:28][C:27]([NH2:30])=[CH:26][C:25]=1[F:31], predict the reaction product. The product is: [NH2:30][C:27]1[CH:28]=[CH:29][C:24]([C:9]2[N:8]([C:6]([O:5][C:1]([CH3:4])([CH3:3])[CH3:2])=[O:7])[CH:12]=[CH:11][CH:10]=2)=[C:25]([F:31])[CH:26]=1. (4) Given the reactants [NH2:1][C:2]1[N:3]=[N+:4]([O-:13])[C:5]2[CH:11]=[C:10]([OH:12])[CH:9]=[CH:8][C:6]=2[N:7]=1.C([O-])([O-])=O.[K+].[K+].[Br:20][CH2:21][CH2:22]Br, predict the reaction product. The product is: [Br:20][CH2:21][CH2:22][O:12][C:10]1[CH:9]=[CH:8][C:6]2[N:7]=[C:2]([NH2:1])[N:3]=[N+:4]([O-:13])[C:5]=2[CH:11]=1. (5) The product is: [CH3:1][NH:3][C@H:4]1[CH2:9][CH2:8][CH2:7][N:6]([C:10]([O:12][C:13]([CH3:16])([CH3:15])[CH3:14])=[O:11])[CH2:5]1. Given the reactants [CH2:1]=O.[NH2:3][C@H:4]1[CH2:9][CH2:8][CH2:7][N:6]([C:10]([O:12][C:13]([CH3:16])([CH3:15])[CH3:14])=[O:11])[CH2:5]1.[BH4-].[Na+], predict the reaction product. (6) Given the reactants [Br:1][C:2]1[CH:6]=[CH:5][NH:4][CH:3]=1.[H-].[Na+].Cl[CH2:10][CH2:11][N:12]1[CH2:16][CH2:15][CH2:14][CH2:13]1, predict the reaction product. The product is: [Br:1][C:2]1[CH:6]=[CH:5][N:4]([CH2:10][CH2:11][N:12]2[CH2:16][CH2:15][CH2:14][CH2:13]2)[CH:3]=1. (7) Given the reactants Cl[C:2]1[CH:11]=[C:10]2[C:5]([CH:6]=[CH:7][CH:8]=[N:9]2)=[CH:4][C:3]=1[N+:12]([O-:14])=[O:13].C(=O)([O-])[O-].[K+].[K+].[C:21]([O:25][C:26](=[O:35])[NH:27][CH2:28][CH:29]1[CH2:34][CH2:33][NH:32][CH2:31][CH2:30]1)([CH3:24])([CH3:23])[CH3:22], predict the reaction product. The product is: [C:21]([O:25][C:26](=[O:35])[NH:27][CH2:28][CH:29]1[CH2:30][CH2:31][N:32]([C:2]2[CH:11]=[C:10]3[C:5]([CH:6]=[CH:7][CH:8]=[N:9]3)=[CH:4][C:3]=2[N+:12]([O-:14])=[O:13])[CH2:33][CH2:34]1)([CH3:24])([CH3:22])[CH3:23]. (8) Given the reactants Br[CH:2]1[C:10]2[C:5](=[CH:6][C:7]([Cl:12])=[C:8]([Cl:11])[CH:9]=2)[C:4](=[O:13])[O:3]1.[O:14]1CCOCC1, predict the reaction product. The product is: [Cl:11][C:8]1[C:7]([Cl:12])=[CH:6][C:5]([C:4]([OH:3])=[O:13])=[C:10]([CH:2]=[O:14])[CH:9]=1. (9) Given the reactants [CH2:1]=[CH:2][CH:3]=[CH2:4].[H-].[CH2:6]([Al+]CC(C)C)C(C)C.[Nd].C(Br)C=C, predict the reaction product. The product is: [CH2:1]=[CH:2][C:3](=[CH2:6])[CH3:4].[CH2:1]=[CH:2][CH:3]=[CH2:4]. (10) Given the reactants [F:1][C:2]1[CH:7]=[CH:6][CH:5]=[C:4]([N+:8]([O-])=O)[C:3]=1[OH:11].C([O-])=O.[NH4+], predict the reaction product. The product is: [NH2:8][C:4]1[CH:5]=[CH:6][CH:7]=[C:2]([F:1])[C:3]=1[OH:11].